From a dataset of Catalyst prediction with 721,799 reactions and 888 catalyst types from USPTO. Predict which catalyst facilitates the given reaction. (1) Reactant: [CH3:1][O:2][C:3]1[CH:8]=[C:7]([CH3:9])[C:6]([O:10][CH3:11])=[C:5]([CH3:12])[C:4]=1[CH3:13].[Br:14]Br. Product: [Br:14][C:8]1[C:7]([CH3:9])=[C:6]([O:10][CH3:11])[C:5]([CH3:12])=[C:4]([CH3:13])[C:3]=1[O:2][CH3:1]. The catalyst class is: 15. (2) Reactant: [NH:1]1[C:5](/[CH:6]=[CH:7]/[CH2:8][CH2:9][CH2:10][CH2:11][N:12]2[C:17]3=[N:18][C:19]([C:29]4[CH:34]=[CH:33][C:32]([CH3:35])=[CH:31][CH:30]=4)=[C:20]([C:22]4[CH:27]=[CH:26][C:25]([CH3:28])=[CH:24][CH:23]=4)[N:21]=[C:16]3[CH2:15][CH:14]([OH:36])[CH2:13]2)=[N:4][N:3]=[N:2]1.[H][H]. Product: [NH:4]1[C:5]([CH2:6][CH2:7][CH2:8][CH2:9][CH2:10][CH2:11][N:12]2[C:17]3=[N:18][C:19]([C:29]4[CH:34]=[CH:33][C:32]([CH3:35])=[CH:31][CH:30]=4)=[C:20]([C:22]4[CH:27]=[CH:26][C:25]([CH3:28])=[CH:24][CH:23]=4)[N:21]=[C:16]3[CH2:15][CH:14]([OH:36])[CH2:13]2)=[N:1][N:2]=[N:3]1. The catalyst class is: 50. (3) Reactant: [NH2:1][C:2]1[CH:7]=[CH:6][CH:5]=[CH:4][C:3]=1[OH:8].[C:9](O[C:9]([O:11][C:12]([CH3:15])([CH3:14])[CH3:13])=[O:10])([O:11][C:12]([CH3:15])([CH3:14])[CH3:13])=[O:10]. Product: [C:12]([O:11][C:9]([NH:1][C:2]1[CH:7]=[CH:6][CH:5]=[CH:4][C:3]=1[OH:8])=[O:10])([CH3:15])([CH3:14])[CH3:13]. The catalyst class is: 4. (4) Reactant: [CH2:1]([C:3]1[S:4][CH:5]=[C:6]([CH3:8])[N:7]=1)[CH3:2].[Br:9]Br. The catalyst class is: 15. Product: [Br:9][C:5]1[S:4][C:3]([CH2:1][CH3:2])=[N:7][C:6]=1[CH3:8].